This data is from Forward reaction prediction with 1.9M reactions from USPTO patents (1976-2016). The task is: Predict the product of the given reaction. (1) Given the reactants [N+:1]([C:4]1[CH:13]=[C:12]2[C:7]([CH2:8][C@@H:9]([C:14]([NH:16][C@H:17]3[C:26]4[C:21](=[CH:22][CH:23]=[CH:24][CH:25]=4)[CH2:20][CH2:19][CH2:18]3)=[O:15])[NH:10][CH2:11]2)=[CH:6][CH:5]=1)([O-:3])=[O:2].[C:27]([O:31][C:32]([NH:34][C@@H:35]([C:39]([CH3:42])([CH3:41])[CH3:40])[C:36](O)=[O:37])=[O:33])([CH3:30])([CH3:29])[CH3:28], predict the reaction product. The product is: [CH3:40][C:39]([CH3:42])([CH3:41])[C@H:35]([NH:34][C:32](=[O:33])[O:31][C:27]([CH3:30])([CH3:29])[CH3:28])[C:36]([N:10]1[C@H:9]([C:14](=[O:15])[NH:16][C@H:17]2[C:26]3[C:21](=[CH:22][CH:23]=[CH:24][CH:25]=3)[CH2:20][CH2:19][CH2:18]2)[CH2:8][C:7]2[C:12](=[CH:13][C:4]([N+:1]([O-:3])=[O:2])=[CH:5][CH:6]=2)[CH2:11]1)=[O:37]. (2) Given the reactants [CH:1]1([CH2:7][N:8]2[C:12]([C:13](=[O:22])/[CH:14]=[CH:15]/[C:16]3[CH:21]=[CH:20][CH:19]=[CH:18][N:17]=3)=[CH:11][C:10]([C:23]([O:25][CH2:26][CH3:27])=[O:24])=[C:9]2[CH3:28])[CH2:6][CH2:5][CH2:4][CH2:3][CH2:2]1, predict the reaction product. The product is: [CH:1]1([CH2:7][N:8]2[C:12]([C:13](=[O:22])[CH2:14][CH2:15][C:16]3[CH:21]=[CH:20][CH:19]=[CH:18][N:17]=3)=[CH:11][C:10]([C:23]([O:25][CH2:26][CH3:27])=[O:24])=[C:9]2[CH3:28])[CH2:6][CH2:5][CH2:4][CH2:3][CH2:2]1. (3) Given the reactants [NH2:1][C:2]1[C:7]([C:8]2[CH:26]=[CH:25][C:11]([C:12]([NH:14][C@@H:15]([C:18]3[CH:23]=[CH:22][CH:21]=[C:20]([Cl:24])[CH:19]=3)[CH2:16][OH:17])=[O:13])=[C:10]([F:27])[CH:9]=2)=[CH:6][C:5]([C@H:28]2[CH2:32][C@@H:31]([CH2:33][OH:34])[NH:30][CH2:29]2)=[CH:4][N:3]=1.CCN(C(C)C)C(C)C.[C:44](N1C=CN=C1)(N1C=CN=C1)=[O:45], predict the reaction product. The product is: [NH2:1][C:2]1[C:7]([C:8]2[CH:26]=[CH:25][C:11]([C:12]([NH:14][C@@H:15]([C:18]3[CH:23]=[CH:22][CH:21]=[C:20]([Cl:24])[CH:19]=3)[CH2:16][OH:17])=[O:13])=[C:10]([F:27])[CH:9]=2)=[CH:6][C:5]([C@@H:28]2[CH2:29][N:30]3[C:44](=[O:45])[O:34][CH2:33][C@@H:31]3[CH2:32]2)=[CH:4][N:3]=1. (4) Given the reactants Cl.C(OC([N:9]1[CH2:14][C@H:13]2[C@H:11]([CH2:12]2)[C@H:10]1[CH2:15][NH:16][C:17](=[O:22])[C:18]([F:21])([F:20])[F:19])=O)(C)(C)C, predict the reaction product. The product is: [C@H:11]12[CH2:12][C@H:13]1[CH2:14][NH:9][C@@H:10]2[CH2:15][NH:16][C:17](=[O:22])[C:18]([F:19])([F:21])[F:20]. (5) Given the reactants [N+:1]([CH2:4][C:5]([O:7][CH2:8][CH3:9])=[O:6])([O-:3])=O.C1N2[CH2:16][CH2:17]N(CC2)C1.[CH2:18]([OH:20])C, predict the reaction product. The product is: [OH:20][CH2:18][CH:16]1[O:3][N:1]=[C:4]([C:5]([O:7][CH2:8][CH3:9])=[O:6])[CH2:17]1. (6) The product is: [C:1]([C:4]1[C:33]2=[N:34][C:30]3=[CH:31][N:32]2[C:7]([N:8]2[CH2:9][CH2:10][C:11]([CH3:40])([O:12][CH2:13][CH2:14][CH2:15][CH2:16][C@H:17]([CH3:37])[O:18][C:19]4[CH:20]=[CH:21][C:22]([F:36])=[CH:23][C:24]=4[C:25]4[CH:35]=[C:29]3[CH:28]=[CH:27][CH:26]=4)[CH2:38][CH2:39]2)=[C:6]([C@H:41]([O:46][C:47]([CH3:50])([CH3:49])[CH3:48])[C:42]([OH:44])=[O:43])[C:5]=1[CH3:51])(=[O:3])[CH3:2]. Given the reactants [C:1]([C:4]1[C:33]2=[N:34][C:30]3=[CH:31][N:32]2[C:7]([N:8]2[CH2:39][CH2:38][C:11]([CH3:40])([O:12][CH2:13][CH2:14][CH2:15][CH2:16][C@H:17]([CH3:37])[O:18][C:19]4[CH:20]=[CH:21][C:22]([F:36])=[CH:23][C:24]=4[C:25]4[CH:35]=[C:29]3[CH:28]=[CH:27][CH:26]=4)[CH2:10][CH2:9]2)=[C:6]([C@H:41]([O:46][C:47]([CH3:50])([CH3:49])[CH3:48])[C:42]([O:44]C)=[O:43])[C:5]=1[CH3:51])(=[O:3])[CH3:2].C(O[C@@H](C1C(C)=CC2=NC3=C(Cl)N2C=1N1CCC(C)(OCCCC[C@H](C)OC2C=CC(C)=CC=2C2C=C3C=CC=2)CC1)C(O)=O)(C)(C)C, predict the reaction product. (7) The product is: [ClH:9].[ClH:9].[NH2:1][CH:2]1[CH2:7][CH2:6][CH:5]([NH:8][C:10]2[N:18]=[C:17]3[C:13]([N:14]=[CH:15][N:16]3[CH:19]3[CH2:23][CH2:22][S:21][CH2:20]3)=[C:12]([NH:24][CH2:25][C:26]3[CH:31]=[CH:30][CH:29]=[C:28]([I:32])[CH:27]=3)[N:11]=2)[CH2:4][CH2:3]1. Given the reactants [NH2:1][C@H:2]1[CH2:7][CH2:6][C@H:5]([NH2:8])[CH2:4][CH2:3]1.[Cl:9][C:10]1[N:18]=[C:17]2[C:13]([N:14]=[CH:15][N:16]2[CH:19]2[CH2:23][CH2:22][S:21][CH2:20]2)=[C:12]([NH:24][CH2:25][C:26]2[CH:31]=[CH:30][CH:29]=[C:28]([I:32])[CH:27]=2)[N:11]=1, predict the reaction product. (8) Given the reactants [OH:1][CH:2]([C:4]1[O:8][N:7]=[C:6]([C:9]([O:11][CH2:12][CH3:13])=[O:10])[CH:5]=1)[CH3:3].[CH2:14](Br)[C:15]1[CH:20]=[CH:19][CH:18]=[CH:17][CH:16]=1.[H-].[Na+].Cl, predict the reaction product. The product is: [CH2:14]([O:1][CH:2]([C:4]1[O:8][N:7]=[C:6]([C:9]([O:11][CH2:12][CH3:13])=[O:10])[CH:5]=1)[CH3:3])[C:15]1[CH:20]=[CH:19][CH:18]=[CH:17][CH:16]=1. (9) The product is: [C:23]([O:6][C:5](=[O:7])[C:4]1[CH:8]=[CH:9][C:10]([CH2:11][CH2:12][S:13]([N:16]2[CH2:21][CH2:20][C:19](=[O:22])[CH2:18][CH2:17]2)(=[O:15])=[O:14])=[C:2]([CH3:1])[CH:3]=1)([CH3:26])([CH3:25])[CH3:24]. Given the reactants [CH3:1][C:2]1[CH:3]=[C:4]([CH:8]=[CH:9][C:10]=1[CH2:11][CH2:12][S:13]([N:16]1[CH2:21][CH2:20][C:19](=[O:22])[CH2:18][CH2:17]1)(=[O:15])=[O:14])[C:5]([OH:7])=[O:6].[C:23](OC(N(C)C)O[C:23]([CH3:26])([CH3:25])[CH3:24])([CH3:26])([CH3:25])[CH3:24], predict the reaction product. (10) Given the reactants [Br:1][C:2]1[CH:10]=[C:9]([CH2:11][OH:12])[CH:8]=[C:7]2[C:3]=1[CH:4]=[N:5][NH:6]2.C1C=C[NH+]=CC=1.C1C=C[NH+]=CC=1.[O-][Cr](O[Cr]([O-])(=O)=O)(=O)=O, predict the reaction product. The product is: [Br:1][C:2]1[CH:10]=[C:9]([CH:11]=[O:12])[CH:8]=[C:7]2[C:3]=1[CH:4]=[N:5][NH:6]2.